From a dataset of Forward reaction prediction with 1.9M reactions from USPTO patents (1976-2016). Predict the product of the given reaction. (1) Given the reactants [C:1]1([CH2:7][CH2:8][C:9]2[CH:14]=[CH:13][N:12]=[C:11]3[NH:15][N:16]=[C:17]([OH:18])[C:10]=23)[CH:6]=[CH:5][CH:4]=[CH:3][CH:2]=1.C(=O)([O-])[O-].[K+].[K+].[C:25]([O:31][C@@H:32]1[C@@H:37]([O:38][C:39](=[O:44])[C:40]([CH3:43])([CH3:42])[CH3:41])[C@H:36]([O:45][C:46](=[O:51])[C:47]([CH3:50])([CH3:49])[CH3:48])[C@@H:35]([CH2:52][O:53][C:54](=[O:59])[C:55]([CH3:58])([CH3:57])[CH3:56])[O:34][C@@H:33]1Br)(=[O:30])[C:26]([CH3:29])([CH3:28])[CH3:27].C(#N)C, predict the reaction product. The product is: [C:1]1([CH2:7][CH2:8][C:9]2[CH:14]=[CH:13][N:12]=[C:11]3[NH:15][N:16]=[C:17]([O:18][C@@H:33]4[O:34][C@H:35]([CH2:52][O:53][C:54](=[O:59])[C:55]([CH3:58])([CH3:57])[CH3:56])[C@@H:36]([O:45][C:46](=[O:51])[C:47]([CH3:48])([CH3:49])[CH3:50])[C@H:37]([O:38][C:39](=[O:44])[C:40]([CH3:41])([CH3:42])[CH3:43])[C@H:32]4[O:31][C:25](=[O:30])[C:26]([CH3:29])([CH3:27])[CH3:28])[C:10]=23)[CH:6]=[CH:5][CH:4]=[CH:3][CH:2]=1. (2) Given the reactants [CH2:1]([N:8]1[CH2:13][CH2:12][CH2:11][CH:10]([NH:14][C@@H:15]2[CH2:20][CH2:19][CH2:18][CH2:17][C@H:16]2[NH2:21])[CH2:9]1)[C:2]1[CH:7]=[CH:6][CH:5]=[CH:4][CH:3]=1.[N:22]([C:25]1[CH:30]=[CH:29][CH:28]=[CH:27][CH:26]=1)=[C:23]=[O:24].CCN(CC)CC, predict the reaction product. The product is: [CH2:1]([N:8]1[CH2:13][CH2:12][CH2:11][CH:10]([NH:14][C@@H:15]2[CH2:20][CH2:19][CH2:18][CH2:17][C@H:16]2[NH:21][C:23]([NH:22][C:25]2[CH:30]=[CH:29][CH:28]=[CH:27][CH:26]=2)=[O:24])[CH2:9]1)[C:2]1[CH:3]=[CH:4][CH:5]=[CH:6][CH:7]=1. (3) Given the reactants [Cl:1][C:2]1[N:3]=[C:4]([N:14]2[CH2:19][CH2:18][O:17][CH2:16][CH2:15]2)[C:5]2[N:10]([CH3:11])[C:9](=[O:12])[CH:8]([CH3:13])[C:6]=2[N:7]=1.[CH3:20][Si](C)(C)[N-][Si](C)(C)C.[Li+].[CH2:30](Br)[CH:31]=C, predict the reaction product. The product is: [CH2:13]([C:8]1([CH3:20])[C:6]2[N:7]=[C:2]([Cl:1])[N:3]=[C:4]([N:14]3[CH2:19][CH2:18][O:17][CH2:16][CH2:15]3)[C:5]=2[N:10]([CH3:11])[C:9]1=[O:12])[CH:30]=[CH2:31]. (4) The product is: [Br:1][C:2]1[CH:3]=[C:4]2[C:9](=[CH:10][CH:11]=1)[N:8]([CH2:12][CH2:13][N:14]([CH2:15][CH3:16])[C:24](=[O:25])[O:26][C:27]([CH3:30])([CH3:29])[CH3:28])[CH2:7][CH2:6][CH2:5]2. Given the reactants [Br:1][C:2]1[CH:3]=[C:4]2[C:9](=[CH:10][CH:11]=1)[N:8]([CH2:12][CH2:13][NH:14][CH2:15][CH3:16])[CH2:7][CH2:6][CH2:5]2.C(N(CC)CC)C.[C:24](O[C:24]([O:26][C:27]([CH3:30])([CH3:29])[CH3:28])=[O:25])([O:26][C:27]([CH3:30])([CH3:29])[CH3:28])=[O:25], predict the reaction product. (5) Given the reactants [OH:1][CH2:2][CH:3]1[NH:7][C:6](=[O:8])[NH:5][C:4]1=[O:9].[C:10]([OH:17])(=[O:16])/[CH:11]=[CH:12]/[C:13]([OH:15])=O.[CH3:18][CH2:19][N:20]=C=NCCCN(C)C.CN(C([O:36]N1N=NC2C=CC=CC1=2)=[N+](C)C)C.F[P-](F)(F)(F)(F)F.C(N(CC)CC)C.C[N:61]([CH:63]=[O:64])[CH3:62], predict the reaction product. The product is: [O:8]=[C:6]1[NH:7][CH:3]([CH2:2][O:1][C:13](=[O:15])/[CH:12]=[CH:11]/[C:10]([O:17][CH2:18][CH:19]2[C:63](=[O:64])[NH:61][C:62](=[O:36])[NH:20]2)=[O:16])[C:4](=[O:9])[NH:5]1. (6) Given the reactants [NH2:1][C:2]1[C:7]([OH:8])=[CH:6][C:5]([Br:9])=[CH:4][N:3]=1.Cl[CH:11]([C:13]1[CH:18]=[CH:17][CH:16]=[CH:15][N:14]=1)[CH3:12].C(=O)([O-])[O-].[Cs+].[Cs+], predict the reaction product. The product is: [Br:9][C:5]1[CH:6]=[C:7]([O:8][CH:11]([C:13]2[CH:18]=[CH:17][CH:16]=[CH:15][N:14]=2)[CH3:12])[C:2]([NH2:1])=[N:3][CH:4]=1. (7) The product is: [NH2:32][C:18]1[N:19]=[C:20]([C:22]2[CH:31]=[C:30]3[C:25]([CH2:26][CH2:27][N:28]([C:47](=[O:48])[CH2:46][CH:43]4[CH2:44][CH2:45][N:40]([C:38]([O:37][CH:33]([CH3:34])[CH3:35])=[O:39])[CH2:41][CH2:42]4)[CH2:29]3)=[CH:24][CH:23]=2)[CH:21]=[C:16]([N:13]2[CH2:12][CH2:11][N:10]([CH3:9])[CH2:15][CH2:14]2)[N:17]=1. Given the reactants C(N(CC)CC)C.Cl.[CH3:9][N:10]1[CH2:15][CH2:14][N:13]([C:16]2[CH:21]=[C:20]([C:22]3[CH:31]=[C:30]4[C:25]([CH2:26][CH2:27][NH:28][CH2:29]4)=[CH:24][CH:23]=3)[N:19]=[C:18]([NH2:32])[N:17]=2)[CH2:12][CH2:11]1.[C:33]([O:37][C:38]([N:40]1[CH2:45][CH2:44][CH:43]([CH2:46][C:47](O)=[O:48])[CH2:42][CH2:41]1)=[O:39])(C)([CH3:35])[CH3:34].F[P-](F)(F)(F)(F)F.N1(O[P+](N(C)C)(N(C)C)N(C)C)C2C=CC=CC=2N=N1, predict the reaction product.